From a dataset of Full USPTO retrosynthesis dataset with 1.9M reactions from patents (1976-2016). Predict the reactants needed to synthesize the given product. (1) Given the product [CH3:21][C:19]1[N:20]=[C:16]([NH:15][C:11]2[CH:10]=[C:9]([OH:8])[CH:14]=[CH:13][N:12]=2)[S:17][CH:18]=1, predict the reactants needed to synthesize it. The reactants are: C([O:8][C:9]1[CH:14]=[CH:13][N:12]=[C:11]([NH:15][C:16]2[S:17][CH:18]=[C:19]([CH3:21])[N:20]=2)[CH:10]=1)C1C=CC=CC=1.Cl. (2) The reactants are: [F:1][C:2]1[C:7]([F:8])=[CH:6][CH:5]=[CH:4][C:3]=1[C:9]1[N:17]=[C:12]2[CH:13]=[N:14][NH:15][CH:16]=[C:11]2[N:10]=1.Cl[CH2:19][C:20]1[O:24][N:23]=[C:22]([C:25]2[S:26][CH:27]=[C:28]([CH3:30])[N:29]=2)[CH:21]=1. Given the product [F:1][C:2]1[C:7]([F:8])=[CH:6][CH:5]=[CH:4][C:3]=1[C:9]1[N:17]=[C:12]2[CH:13]=[N:14][N:15]([CH2:19][C:20]3[O:24][N:23]=[C:22]([C:25]4[S:26][CH:27]=[C:28]([CH3:30])[N:29]=4)[CH:21]=3)[CH:16]=[C:11]2[N:10]=1, predict the reactants needed to synthesize it. (3) Given the product [C:33]1([NH:32][C:2]2[C:7]([C:8](=[O:10])[CH3:9])=[CH:6][CH:5]=[CH:4][N:3]=2)[CH:38]=[CH:37][CH:36]=[CH:35][CH:34]=1, predict the reactants needed to synthesize it. The reactants are: Cl[C:2]1[C:7]([C:8](=[O:10])[CH3:9])=[CH:6][CH:5]=[CH:4][N:3]=1.O1CCOCC1.CC1(C)[C@]2(CS(O)(=O)=O)C(C[C@H]1CC2)=O.[NH2:32][C:33]1[CH:38]=[CH:37][CH:36]=[CH:35][CH:34]=1. (4) Given the product [CH3:1][O:2][C:3]1[CH:8]=[CH:7][C:6]([C:13]2[N:18]=[C:17]([NH2:19])[N:16]=[C:15]([NH:20][CH2:21][CH:22]=[CH2:23])[CH:14]=2)=[CH:5][CH:4]=1, predict the reactants needed to synthesize it. The reactants are: [CH3:1][O:2][C:3]1[CH:8]=[CH:7][C:6](B(O)O)=[CH:5][CH:4]=1.Cl[C:13]1[N:18]=[C:17]([NH2:19])[N:16]=[C:15]([NH:20][CH2:21][CH:22]=[CH2:23])[CH:14]=1. (5) Given the product [Cl:12][C:13]1[CH:14]=[C:15]([CH:29]=[CH:30][C:31]=1[Cl:32])[CH2:16][N:17]1[CH2:22][CH2:21][O:20][C@@H:19]([CH2:23][NH:24][C:25](=[O:28])[CH2:26][S:1][C:2]2[CH:10]=[CH:9][CH:8]=[C:4]([C:5]([O:7][CH3:33])=[O:6])[CH:3]=2)[CH2:18]1, predict the reactants needed to synthesize it. The reactants are: [SH:1][C:2]1[CH:3]=[C:4]([CH:8]=[CH:9][CH:10]=1)[C:5]([OH:7])=[O:6].Cl.[Cl:12][C:13]1[CH:14]=[C:15]([CH:29]=[CH:30][C:31]=1[Cl:32])[CH2:16][N:17]1[CH2:22][CH2:21][O:20][C@@H:19]([CH2:23][NH:24][C:25](=[O:28])[CH2:26]Cl)[CH2:18]1.[C:33](=O)([O-])[O-].[K+].[K+].CI. (6) Given the product [Br-:9].[CH3:1][O:2][C:3]1[CH:8]=[CH:7][N+:6]([CH2:10][C:11]([O:13][CH3:14])=[O:12])=[CH:5][CH:4]=1, predict the reactants needed to synthesize it. The reactants are: [CH3:1][O:2][C:3]1[CH:8]=[CH:7][N:6]=[CH:5][CH:4]=1.[Br:9][CH2:10][C:11]([O:13][CH3:14])=[O:12]. (7) Given the product [N:1]1[CH:2]=[C:3]([C:10]2[CH:11]=[C:12]([C:16]([OH:18])=[O:17])[S:13][C:14]=2[CH3:15])[N:4]2[C:9]=1[CH:8]=[CH:7][CH:6]=[N:5]2, predict the reactants needed to synthesize it. The reactants are: [N:1]1[CH:2]=[C:3]([C:10]2[CH:11]=[C:12]([C:16]([O:18]C)=[O:17])[S:13][C:14]=2[CH3:15])[N:4]2[C:9]=1[CH:8]=[CH:7][CH:6]=[N:5]2.C1COCC1.[OH-].[K+]. (8) Given the product [NH2:7][CH2:8][C:9]1[CH:14]=[C:13]([CH:15]=[CH2:16])[C:12]([NH:17][S:18]([CH3:21])(=[O:20])=[O:19])=[C:11]([C:22]([F:25])([F:23])[F:24])[CH:10]=1, predict the reactants needed to synthesize it. The reactants are: C(OC(=O)[NH:7][CH2:8][C:9]1[CH:14]=[C:13]([CH:15]=[CH2:16])[C:12]([NH:17][S:18]([CH3:21])(=[O:20])=[O:19])=[C:11]([C:22]([F:25])([F:24])[F:23])[CH:10]=1)(C)(C)C.